This data is from Reaction yield outcomes from USPTO patents with 853,638 reactions. The task is: Predict the reaction yield, written as a fraction of the theoretical maximum amount of product (1.0 means a 100% yield; for example, 0.34 means a 34% yield). (1) The reactants are [Cl-].O[NH3+:3].[C:4](=[O:7])([O-])[OH:5].[Na+].CS(C)=O.[CH2:13]([C:17]1[N:18]=[C:19]([CH2:46][OH:47])[N:20]([CH2:39][C:40]2[CH:45]=[CH:44][CH:43]=[CH:42][N:41]=2)[C:21](=[O:38])[C:22]=1[CH2:23][C:24]1[CH:29]=[CH:28][C:27]([C:30]2[C:31]([C:36]#[N:37])=[CH:32][CH:33]=[CH:34][CH:35]=2)=[CH:26][CH:25]=1)[CH2:14][CH2:15][CH3:16]. The catalyst is C(OCC)(=O)C. The product is [CH2:13]([C:17]1[N:18]=[C:19]([CH2:46][OH:47])[N:20]([CH2:39][C:40]2[CH:45]=[CH:44][CH:43]=[CH:42][N:41]=2)[C:21](=[O:38])[C:22]=1[CH2:23][C:24]1[CH:25]=[CH:26][C:27]([C:30]2[CH:35]=[CH:34][CH:33]=[CH:32][C:31]=2[C:36]2[NH:3][C:4](=[O:7])[O:5][N:37]=2)=[CH:28][CH:29]=1)[CH2:14][CH2:15][CH3:16]. The yield is 0.260. (2) The reactants are [Cl:1][CH2:2][CH2:3][CH2:4][O:5][C:6]1[C:7]([O:19][CH3:20])=[CH:8][C:9]([C:17]#[N:18])=[C:10]([N:12]=[CH:13][N:14](C)C)[CH:11]=1.N[C:22]1[NH:26][N:25]=[C:24]([CH2:27][C:28]([O:30][CH3:31])=[O:29])[CH:23]=1. The catalyst is C(O)(=O)C. The product is [Cl:1][CH2:2][CH2:3][CH2:4][O:5][C:6]1[CH:11]=[C:10]2[C:9]([C:17]([NH:18][C:22]3[NH:26][N:25]=[C:24]([CH2:27][C:28]([O:30][CH3:31])=[O:29])[CH:23]=3)=[N:14][CH:13]=[N:12]2)=[CH:8][C:7]=1[O:19][CH3:20]. The yield is 0.690. (3) The reactants are [C:1]([O:9][C@@H:10]1[C@@H:14]([CH2:15][OH:16])[CH2:13][C@@H:12]([NH:17]C(OC(C)(C)C)=O)[C@@H:11]1[O:25][C:26](=[O:33])[C:27]1[CH:32]=[CH:31][CH:30]=[CH:29][CH:28]=1)(=[O:8])[C:2]1[CH:7]=[CH:6][CH:5]=[CH:4][CH:3]=1.[ClH:34].O1CCOCC1. No catalyst specified. The product is [ClH:34].[C:1]([O:9][C@@H:10]1[C@@H:14]([CH2:15][OH:16])[CH2:13][C@@H:12]([NH2:17])[C@@H:11]1[O:25][C:26](=[O:33])[C:27]1[CH:32]=[CH:31][CH:30]=[CH:29][CH:28]=1)(=[O:8])[C:2]1[CH:3]=[CH:4][CH:5]=[CH:6][CH:7]=1. The yield is 0.900. (4) The reactants are [NH:1]([C:10]([O:12][C:13]([CH3:16])([CH3:15])[CH3:14])=[O:11])[C@H:2]([C:7]([OH:9])=O)[C@H:3]([CH2:5][CH3:6])[CH3:4].[NH:17]1[CH2:32][CH2:31][CH2:30][CH2:29][CH:18]1[C:19]([O:21][CH2:22][C:23]1[CH:28]=[CH:27][CH:26]=[CH:25][CH:24]=1)=[O:20].Cl.CN(C(ON1N=NC2C=CC=NC1=2)=[N+](C)C)C.F[P-](F)(F)(F)(F)F.CCN(CC)CC. The catalyst is CN(C=O)C. The product is [NH:1]([C:10]([O:12][C:13]([CH3:16])([CH3:15])[CH3:14])=[O:11])[C@H:2]([C:7]([N:17]1[CH2:32][CH2:31][CH2:30][CH2:29][CH:18]1[C:19]([O:21][CH2:22][C:23]1[CH:24]=[CH:25][CH:26]=[CH:27][CH:28]=1)=[O:20])=[O:9])[C@H:3]([CH2:5][CH3:6])[CH3:4]. The yield is 0.970.